From a dataset of NCI-60 drug combinations with 297,098 pairs across 59 cell lines. Regression. Given two drug SMILES strings and cell line genomic features, predict the synergy score measuring deviation from expected non-interaction effect. (1) Drug 1: C1CC(=O)NC(=O)C1N2CC3=C(C2=O)C=CC=C3N. Drug 2: CC12CCC3C(C1CCC2O)C(CC4=C3C=CC(=C4)O)CCCCCCCCCS(=O)CCCC(C(F)(F)F)(F)F. Cell line: CCRF-CEM. Synergy scores: CSS=11.1, Synergy_ZIP=-5.86, Synergy_Bliss=-3.94, Synergy_Loewe=-0.875, Synergy_HSA=-0.606. (2) Drug 1: CC1=C2C(C(=O)C3(C(CC4C(C3C(C(C2(C)C)(CC1OC(=O)C(C(C5=CC=CC=C5)NC(=O)OC(C)(C)C)O)O)OC(=O)C6=CC=CC=C6)(CO4)OC(=O)C)OC)C)OC. Drug 2: C1=NC(=NC(=O)N1C2C(C(C(O2)CO)O)O)N. Cell line: CAKI-1. Synergy scores: CSS=56.9, Synergy_ZIP=2.40, Synergy_Bliss=2.19, Synergy_Loewe=6.03, Synergy_HSA=8.79. (3) Drug 1: CC(C)CN1C=NC2=C1C3=CC=CC=C3N=C2N. Drug 2: C1C(C(OC1N2C=NC(=NC2=O)N)CO)O. Cell line: RPMI-8226. Synergy scores: CSS=28.4, Synergy_ZIP=-8.53, Synergy_Bliss=-0.399, Synergy_Loewe=-5.85, Synergy_HSA=-1.46. (4) Drug 1: C1C(C(OC1N2C=C(C(=O)NC2=O)F)CO)O. Drug 2: C1=CN(C=N1)CC(O)(P(=O)(O)O)P(=O)(O)O. Cell line: M14. Synergy scores: CSS=10.0, Synergy_ZIP=-2.90, Synergy_Bliss=-0.906, Synergy_Loewe=-7.81, Synergy_HSA=-2.26.